Predict the product of the given reaction. From a dataset of Forward reaction prediction with 1.9M reactions from USPTO patents (1976-2016). (1) Given the reactants [I:1][C:2]1[C:10]2[C:9](=[O:11])[NH:8][CH:7]=[N:6][C:5]=2[N:4]([CH3:12])[CH:3]=1.C(=O)([O-])[O-].[K+].[K+].[F:19][C:20]([F:24])([F:23])[CH2:21]I, predict the reaction product. The product is: [I:1][C:2]1[C:10]2[C:9](=[O:11])[N:8]([CH2:21][C:20]([F:24])([F:23])[F:19])[CH:7]=[N:6][C:5]=2[N:4]([CH3:12])[CH:3]=1. (2) Given the reactants [CH3:1][S:2][C:3]1[CH:39]=[CH:38][C:6]([C:7]([N:9]2[CH2:14][CH2:13][CH:12]([NH:15][S:16]([C:19]3[CH:24]=[C:23]([S:25]([C:28]4[CH:33]=[CH:32][CH:31]=[CH:30][CH:29]=4)(=[O:27])=[O:26])[CH:22]=[CH:21][C:20]=3[C:34]([F:37])([F:36])[F:35])(=[O:18])=[O:17])[CH2:11][CH2:10]2)=[O:8])=[CH:5][CH:4]=1.C1C=C(Cl)C=C(C(OO)=[O:48])C=1, predict the reaction product. The product is: [CH3:1][S:2]([C:3]1[CH:4]=[CH:5][C:6]([C:7]([N:9]2[CH2:14][CH2:13][CH:12]([NH:15][S:16]([C:19]3[CH:24]=[C:23]([S:25]([C:28]4[CH:33]=[CH:32][CH:31]=[CH:30][CH:29]=4)(=[O:27])=[O:26])[CH:22]=[CH:21][C:20]=3[C:34]([F:36])([F:37])[F:35])(=[O:17])=[O:18])[CH2:11][CH2:10]2)=[O:8])=[CH:38][CH:39]=1)=[O:48]. (3) The product is: [Cl:23][C:12]1[CH:13]=[C:14]([C:15]2[CH:20]=[CH:19][C:18]([S:21][CH3:22])=[CH:17][CH:16]=2)[C:9]([OH:8])=[N:10][CH:11]=1. Given the reactants C([O:8][C:9]1[C:14]([C:15]2[CH:20]=[CH:19][C:18]([S:21][CH3:22])=[CH:17][CH:16]=2)=[CH:13][C:12]([Cl:23])=[CH:11][N:10]=1)C1C=CC=CC=1, predict the reaction product. (4) Given the reactants [CH3:1][C:2]1[C:7]([CH:8]([S:18]([C:21]2[CH:26]=[CH:25][C:24]([C:27]([F:30])([F:29])[F:28])=[CH:23][CH:22]=2)(=[O:20])=[O:19])[C:9]2[C:14]([F:15])=[CH:13][CH:12]=[C:11]([F:16])[C:10]=2[F:17])=[CH:6][N:5]=[C:4]([C:31]([NH2:33])=[O:32])[CH:3]=1.C=O.[OH-].[Na+].[C:38](OCC)(=[O:40])C, predict the reaction product. The product is: [OH:40][CH2:38][NH:33][C:31]([C:4]1[CH:3]=[C:2]([CH3:1])[C:7]([CH:8]([S:18]([C:21]2[CH:22]=[CH:23][C:24]([C:27]([F:30])([F:28])[F:29])=[CH:25][CH:26]=2)(=[O:20])=[O:19])[C:9]2[C:14]([F:15])=[CH:13][CH:12]=[C:11]([F:16])[C:10]=2[F:17])=[CH:6][N:5]=1)=[O:32].